From a dataset of Reaction yield outcomes from USPTO patents with 853,638 reactions. Predict the reaction yield, written as a fraction of the theoretical maximum amount of product (1.0 means a 100% yield; for example, 0.34 means a 34% yield). (1) The reactants are [C:1]1([CH2:7][CH2:8][CH2:9][CH2:10]C(O)=O)[CH:6]=[CH:5][CH:4]=[CH:3][CH:2]=1.[I:14]N1C(C)(C)C(=O)N(C)C1=O. The catalyst is ClCCCl. The product is [I:14][CH2:10][CH2:9][CH2:8][CH2:7][C:1]1[CH:6]=[CH:5][CH:4]=[CH:3][CH:2]=1. The yield is 0.850. (2) The reactants are [CH2:1]([O:8][N:9]1[C:15](=[O:16])[N:14]2[CH2:17][C@H:10]1[CH2:11][CH2:12][C@H:13]2[C:18]([OH:20])=O)[C:2]1[CH:7]=[CH:6][CH:5]=[CH:4][CH:3]=1.[NH2:21][O:22][CH2:23][CH2:24][O:25][CH:26]1[CH2:31][CH2:30][N:29]([C:32]([O:34][C:35]([CH3:38])([CH3:37])[CH3:36])=[O:33])[CH2:28][CH2:27]1.ON1C2C=CC=CC=2N=N1.Cl.C(N=C=NCCCN(C)C)C. The catalyst is C(Cl)Cl. The product is [CH2:1]([O:8][N:9]1[C:15](=[O:16])[N:14]2[CH2:17][C@H:10]1[CH2:11][CH2:12][C@H:13]2[C:18]([NH:21][O:22][CH2:23][CH2:24][O:25][CH:26]1[CH2:31][CH2:30][N:29]([C:32]([O:34][C:35]([CH3:38])([CH3:37])[CH3:36])=[O:33])[CH2:28][CH2:27]1)=[O:20])[C:2]1[CH:3]=[CH:4][CH:5]=[CH:6][CH:7]=1. The yield is 0.980. (3) The reactants are N[C:2]1[N:3]=[N:4][CH:5]=[CH:6][N:7]=1.Cl.[S:9](=[O:11])=[O:10].CCOCC. The catalyst is O.C(O)(=O)C.[Cu](Cl)Cl. The product is [S:9](=[C:2]1[N:7]=[CH:6][CH:5]=[N:4][NH:3]1)(=[O:11])=[O:10]. The yield is 0.650. (4) The reactants are OO.[CH:3]([OH:5])=[O:4].[CH2:6]=[CH:7][CH2:8][CH2:9][CH2:10][CH2:11][CH2:12][CH2:13][CH2:14][CH2:15][CH2:16][CH2:17][CH2:18]C.CC=CCCCCCCCCCCC.CCC=CCCCCCCCCCC.CCCC=CCCCCCCCCC.CCCCC=CCCCCCCCC.CCCCCC=CCCCCCCC.CCCCCCC=CCCCCCC.[OH-].[Na+]. The catalyst is C(OCC)(=O)C. The product is [C:3]([OH:5])([OH:4])=[CH:18][CH2:17][CH2:16][CH2:15][CH2:14][CH2:13][CH2:12][CH2:11][CH2:10][CH2:9][CH2:8][CH2:7][CH3:6]. The yield is 0.960. (5) The reactants are [Cl:1][C:2]1[CH:8]=[C:7]([I:9])[C:5]([NH2:6])=[C:4]([F:10])[CH:3]=1.[CH:11]([S:13]([CH3:16])(=[O:15])=[O:14])=[CH2:12].C([O-])([O-])=O.[Cs+].[Cs+].CN(C=O)C. The catalyst is O. The product is [Cl:1][C:2]1[CH:8]=[C:7]([I:9])[C:5]([NH:6][CH2:12][CH2:11][S:13]([CH3:16])(=[O:15])=[O:14])=[C:4]([F:10])[CH:3]=1. The yield is 0.610. (6) The reactants are [N+:1]([C:4]1[S:8][C:7]2[CH:9]=[CH:10][CH:11]=[CH:12][C:6]=2[C:5]=1[NH:13][C:14]1[CH:19]=[CH:18][CH:17]=[CH:16][CH:15]=1)([O-])=O. The catalyst is C(O)(=O)C.O.[Fe]. The product is [C:14]1([NH:13][C:5]2[C:6]3[CH:12]=[CH:11][CH:10]=[CH:9][C:7]=3[S:8][C:4]=2[NH2:1])[CH:15]=[CH:16][CH:17]=[CH:18][CH:19]=1. The yield is 0.650. (7) The reactants are [Br:1][C:2]1[S:10][C:9]2[C:8]([C:11]#[N:12])=[CH:7][N:6]=[C:5]([NH:13][C@H:14]3[CH2:19][CH2:18][CH2:17][N:16]([C:20]([O:22][C:23]([CH3:26])([CH3:25])[CH3:24])=[O:21])[CH2:15]3)[C:4]=2[CH:3]=1.[H-].[Na+].[CH3:29]I.O. The catalyst is CN1C(=O)CCC1. The product is [Br:1][C:2]1[S:10][C:9]2[C:8]([C:11]#[N:12])=[CH:7][N:6]=[C:5]([N:13]([CH3:29])[C@H:14]3[CH2:19][CH2:18][CH2:17][N:16]([C:20]([O:22][C:23]([CH3:26])([CH3:25])[CH3:24])=[O:21])[CH2:15]3)[C:4]=2[CH:3]=1. The yield is 0.910. (8) The reactants are [NH3:1].[N:2]1([C:6]2[N:10]3[CH:11]=[CH:12][N:13]=[C:14](Cl)[C:9]3=[C:8]([Br:16])[N:7]=2)[CH2:5][CH2:4][CH2:3]1. The catalyst is CC(O)C. The product is [N:2]1([C:6]2[N:10]3[CH:11]=[CH:12][N:13]=[C:14]([NH2:1])[C:9]3=[C:8]([Br:16])[N:7]=2)[CH2:5][CH2:4][CH2:3]1. The yield is 0.850. (9) The reactants are C([N:8]1[CH:13]([C:14]2[CH:19]=[CH:18][CH:17]=[CH:16][CH:15]=2)[CH2:12][C:11]([CH3:21])([CH3:20])[N:10]2[N:22]=[CH:23][C:24]([C:25](=[O:36])[C:26]([CH3:35])([C:28]3[CH:33]=[CH:32][C:31]([CH3:34])=[CH:30][CH:29]=3)[CH3:27])=[C:9]12)C1C=CC=CC=1.C(O)C.[H][H]. The product is [CH3:20][C:11]1([CH3:21])[N:10]2[N:22]=[CH:23][C:24]([C:25](=[O:36])[C:26]([CH3:27])([C:28]3[CH:33]=[CH:32][C:31]([CH3:34])=[CH:30][CH:29]=3)[CH3:35])=[C:9]2[NH:8][CH:13]([C:14]2[CH:19]=[CH:18][CH:17]=[CH:16][CH:15]=2)[CH2:12]1. The catalyst is C1COCC1.[Pd]. The yield is 0.840.